From a dataset of Reaction yield outcomes from USPTO patents with 853,638 reactions. Predict the reaction yield, written as a fraction of the theoretical maximum amount of product (1.0 means a 100% yield; for example, 0.34 means a 34% yield). (1) The reactants are [C:1]([O:5][C:6]([N:8]1[CH2:12][CH2:11][C@@H:10]([N:13]2[C:17]3[N:18]=[CH:19][N:20]=[C:21]([NH2:22])[C:16]=3[C:15]([C:23]3[CH:28]=[CH:27][C:26]([O:29][C:30]4[CH:35]=[CH:34][CH:33]=[CH:32][CH:31]=4)=[CH:25][CH:24]=3)=[CH:14]2)[CH2:9]1)=[O:7])([CH3:4])([CH3:3])[CH3:2].[B-](F)(F)(F)[F:37].[B-](F)(F)(F)F.C1[N+]2(CCl)CC[N+](F)(CC2)C1. The catalyst is CC#N. The product is [NH2:22][C:21]1[C:16]2[C:15]([C:23]3[CH:24]=[CH:25][C:26]([O:29][C:30]4[CH:35]=[CH:34][CH:33]=[CH:32][CH:31]=4)=[CH:27][CH:28]=3)=[C:14]([F:37])[N:13]([C@@H:10]3[CH2:11][CH2:12][N:8]([C:6]([O:5][C:1]([CH3:4])([CH3:2])[CH3:3])=[O:7])[CH2:9]3)[C:17]=2[N:18]=[CH:19][N:20]=1. The yield is 0.170. (2) The reactants are [Cl:1][C:2]1[CH:7]=[CH:6][CH:5]=[CH:4][C:3]=1[N:8]1[C:12]([O:13][C:14]2[CH:19]=[CH:18][CH:17]=[CH:16][C:15]=2[NH:20][C:21](=[O:42])[NH:22][C:23]2[CH:28]=[CH:27][C:26]([CH:29]3[CH2:34][CH2:33][N:32](C(OC(C)(C)C)=O)[CH2:31][CH2:30]3)=[CH:25][CH:24]=2)=[CH:11][C:10]([CH3:43])=[N:9]1. The catalyst is C(Cl)Cl.FC(F)(F)C(O)=O. The product is [Cl:1][C:2]1[CH:7]=[CH:6][CH:5]=[CH:4][C:3]=1[N:8]1[C:12]([O:13][C:14]2[CH:19]=[CH:18][CH:17]=[CH:16][C:15]=2[NH:20][C:21]([NH:22][C:23]2[CH:24]=[CH:25][C:26]([CH:29]3[CH2:34][CH2:33][NH:32][CH2:31][CH2:30]3)=[CH:27][CH:28]=2)=[O:42])=[CH:11][C:10]([CH3:43])=[N:9]1. The yield is 0.680.